This data is from Catalyst prediction with 721,799 reactions and 888 catalyst types from USPTO. The task is: Predict which catalyst facilitates the given reaction. (1) Reactant: [BH4-].[Na+].[CH2:3]([NH:10][C:11]1[CH2:16][CH2:15][O:14][CH2:13][C:12]=1[C:17]([O:19][CH2:20][CH3:21])=[O:18])[C:4]1[CH:9]=[CH:8][CH:7]=[CH:6][CH:5]=1. Product: [CH2:3]([NH:10][C@H:11]1[CH2:16][CH2:15][O:14][CH2:13][C@H:12]1[C:17]([O:19][CH2:20][CH3:21])=[O:18])[C:4]1[CH:5]=[CH:6][CH:7]=[CH:8][CH:9]=1. The catalyst class is: 52. (2) Reactant: [CH:1]1([CH2:7][C@H:8]([NH:26][C:27]([C:29]2[CH:30]=NC3N(N=C(C)C=3)[C:34]=2[CH3:35])=[O:28])[C:9](=[O:25])[NH:10][CH2:11][CH2:12][NH:13][C:14]2[CH:19]=[CH:18][C:17]([O:20][C:21]([F:24])([F:23])[F:22])=[CH:16][CH:15]=2)[CH2:6][CH2:5][CH2:4][CH2:3][CH2:2]1.[CH:40]1[CH:41]=[CH:42][C:43]2N(O)N=N[C:44]=2[CH:45]=1.C[CH:51]([CH3:58])N=C=NC(C)C.CN([CH:62]=[O:63])C. Product: [CH:1]1([CH2:7][C@H:8]([NH:26][C:27]([C:29]2[CH:30]=[C:51]([C:43]3[CH:44]=[CH:45][CH:40]=[C:41]([O:63][CH3:62])[CH:42]=3)[CH:58]=[CH:35][CH:34]=2)=[O:28])[C:9](=[O:25])[NH:10][CH2:11][CH2:12][NH:13][C:14]2[CH:19]=[CH:18][C:17]([O:20][C:21]([F:24])([F:23])[F:22])=[CH:16][CH:15]=2)[CH2:6][CH2:5][CH2:4][CH2:3][CH2:2]1. The catalyst class is: 25. (3) Reactant: [NH2:1][C:2]1[CH:7]=[CH:6][C:5]([C:8]2[CH:9]([CH2:15][CH3:16])[CH2:10][C:11](=[O:14])[NH:12][N:13]=2)=[CH:4][C:3]=1[OH:17].[F:18][C:19]1[CH:27]=[C:26]([O:28][CH3:29])[CH:25]=[CH:24][C:20]=1[C:21](Cl)=O.N1C=CC=CC=1.O.C1(C)C=CC(S(O)(=O)=O)=CC=1. Product: [CH2:15]([CH:9]1[C:8]([C:5]2[CH:6]=[CH:7][C:2]3[N:1]=[C:21]([C:20]4[CH:24]=[CH:25][C:26]([O:28][CH3:29])=[CH:27][C:19]=4[F:18])[O:17][C:3]=3[CH:4]=2)=[N:13][NH:12][C:11](=[O:14])[CH2:10]1)[CH3:16]. The catalyst class is: 113. (4) Reactant: [NH2:1][C:2]([C@@H:4]([NH:9][C:10]([N:12]1[C:16]2[CH:17]=[CH:18][CH:19]=[CH:20][C:15]=2[N:14]([CH2:21][CH2:22][S:23][CH3:24])[C:13]1=[O:25])=[O:11])[C:5]([CH3:8])([CH3:7])[CH3:6])=[O:3].ClC1C=CC=C(C(OO)=[O:34])C=1.C([O-])(O)=O.[Na+]. Product: [NH2:1][C:2]([C@@H:4]([NH:9][C:10]([N:12]1[C:16]2[CH:17]=[CH:18][CH:19]=[CH:20][C:15]=2[N:14]([CH2:21][CH2:22][S:23]([CH3:24])=[O:34])[C:13]1=[O:25])=[O:11])[C:5]([CH3:8])([CH3:7])[CH3:6])=[O:3]. The catalyst class is: 4. (5) Reactant: [CH3:1][O:2][C:3](=[O:11])[C:4]1[CH:9]=[CH:8][CH:7]=[C:6]([NH2:10])[CH:5]=1.N1C=CC=CC=1.[CH3:18][S:19](Cl)(=[O:21])=[O:20]. Product: [CH3:1][O:2][C:3](=[O:11])[C:4]1[CH:9]=[CH:8][CH:7]=[C:6]([NH:10][S:19]([CH3:18])(=[O:21])=[O:20])[CH:5]=1. The catalyst class is: 64.